Dataset: Peptide-MHC class II binding affinity with 134,281 pairs from IEDB. Task: Regression. Given a peptide amino acid sequence and an MHC pseudo amino acid sequence, predict their binding affinity value. This is MHC class II binding data. The peptide sequence is NPGLIIGALAGS. The MHC is DRB1_1101 with pseudo-sequence DRB1_1101. The binding affinity (normalized) is 0.0317.